The task is: Regression/Classification. Given a drug SMILES string, predict its absorption, distribution, metabolism, or excretion properties. Task type varies by dataset: regression for continuous measurements (e.g., permeability, clearance, half-life) or binary classification for categorical outcomes (e.g., BBB penetration, CYP inhibition). Dataset: cyp1a2_veith.. This data is from CYP1A2 inhibition data for predicting drug metabolism from PubChem BioAssay. The drug is CC1(C)CC(=O)C2=C(C1)Nc1cc3c(cc1C2c1ccc(F)cc1)OCO3. The result is 1 (inhibitor).